From a dataset of Full USPTO retrosynthesis dataset with 1.9M reactions from patents (1976-2016). Predict the reactants needed to synthesize the given product. (1) Given the product [O:44]=[C:38]1[C@@H:37]([NH:36][C:34](=[O:35])[C@H:33]([OH:45])[C@@H:32]([NH:31][C:27]([C:21]2([NH:20][C:18]([N:13]3[CH2:14][CH2:15][CH2:16][CH2:17]3)=[O:19])[CH2:22][CH2:23][CH2:24][CH2:25][CH2:26]2)=[O:29])[CH:46]([CH3:48])[CH3:47])[CH2:43][CH2:42][CH2:41][CH2:40][NH:39]1, predict the reactants needed to synthesize it. The reactants are: Cl.C(N=C=NCCCN(C)C)C.[N:13]1([C:18]([NH:20][C:21]2([C:27]([OH:29])=O)[CH2:26][CH2:25][CH2:24][CH2:23][CH2:22]2)=[O:19])[CH2:17][CH2:16][CH2:15][CH2:14]1.Cl.[NH2:31][C@@H:32]([CH:46]([CH3:48])[CH3:47])[C@@H:33]([OH:45])[C:34]([NH:36][C@H:37]1[CH2:43][CH2:42][CH2:41][CH2:40][NH:39][C:38]1=[O:44])=[O:35].C(N(CC)CC)C.ON1C2C=CC=CC=2N=N1. (2) Given the product [CH2:15]([C:12]1([CH2:19][CH2:20][CH2:21][CH3:22])[C:11]2[C:6](=[CH:7][CH:8]=[CH:9][CH:10]=2)[C:5]([OH:23])=[C:4]([C:3]2[NH:26][C:27]3[S:28][CH:29]=[C:30]([CH2:36][O:37][CH2:38][O:39][CH3:40])[C:31]=3[S:32](=[O:33])(=[O:34])[N:35]=2)[C:13]1=[O:14])[CH2:16][CH2:17][CH3:18], predict the reactants needed to synthesize it. The reactants are: CS[C:3](SC)=[C:4]1[C:13](=[O:14])[C:12]([CH2:19][CH2:20][CH2:21][CH3:22])([CH2:15][CH2:16][CH2:17][CH3:18])[C:11]2[C:6](=[CH:7][CH:8]=[CH:9][CH:10]=2)[C:5]1=[O:23].[NH2:26][C:27]1[S:28][CH:29]=[C:30]([CH2:36][O:37][CH2:38][O:39][CH3:40])[C:31]=1[S:32]([NH2:35])(=[O:34])=[O:33]. (3) Given the product [Cl:14][C:15]1[CH:23]=[CH:22][C:18]([C:19]([NH:7][C:6]2[CH:8]=[C:2]([Cl:1])[CH:3]=[CH:4][C:5]=2[C:9]2[NH:13][N:12]=[N:11][N:10]=2)=[O:20])=[CH:17][CH:16]=1, predict the reactants needed to synthesize it. The reactants are: [Cl:1][C:2]1[CH:3]=[CH:4][C:5]([C:9]2[NH:13][N:12]=[N:11][N:10]=2)=[C:6]([CH:8]=1)[NH2:7].[Cl:14][C:15]1[CH:23]=[CH:22][C:18]([C:19](Cl)=[O:20])=[CH:17][CH:16]=1. (4) Given the product [CH3:1][C:2]1[CH:7]=[C:6]([N+:8]([O-:10])=[O:9])[CH:5]=[CH:4][C:3]=1[O:11][C:18](=[O:20])[CH3:19], predict the reactants needed to synthesize it. The reactants are: [CH3:1][C:2]1[CH:7]=[C:6]([N+:8]([O-:10])=[O:9])[CH:5]=[CH:4][C:3]=1[OH:11].N1C=CC=CC=1.[C:18](OC(=O)C)(=[O:20])[CH3:19].O. (5) Given the product [C:19]([C:12]1[CH:11]=[C:10]([NH:9][C:8](=[O:23])[NH:24][C:25]2[C:34]3[C:29](=[CH:30][CH:31]=[CH:32][CH:33]=3)[C:28]([O:35][C:36]3[CH:41]=[CH:40][N:39]=[C:38]([NH:42][C:43]4[CH:44]=[C:45]([CH:59]=[C:60]([C:62]#[CH:63])[CH:61]=4)[C:46]([NH:48][CH2:49][CH2:50][O:51][CH2:52][CH2:53][O:54][CH2:55][CH2:56][O:57][CH3:58])=[O:47])[CH:37]=3)=[CH:27][CH:26]=2)[CH:15]=[C:14]([C:16](=[O:18])[NH2:17])[CH:13]=1)([CH3:20])([CH3:21])[CH3:22], predict the reactants needed to synthesize it. The reactants are: C1(O[C:8](=[O:23])[NH:9][C:10]2[CH:15]=[C:14]([C:16](=[O:18])[NH2:17])[CH:13]=[C:12]([C:19]([CH3:22])([CH3:21])[CH3:20])[CH:11]=2)C=CC=CC=1.[NH2:24][C:25]1[C:34]2[C:29](=[CH:30][CH:31]=[CH:32][CH:33]=2)[C:28]([O:35][C:36]2[CH:41]=[CH:40][N:39]=[C:38]([NH:42][C:43]3[CH:44]=[C:45]([CH:59]=[C:60]([C:62]#[CH:63])[CH:61]=3)[C:46]([NH:48][CH2:49][CH2:50][O:51][CH2:52][CH2:53][O:54][CH2:55][CH2:56][O:57][CH3:58])=[O:47])[CH:37]=2)=[CH:27][CH:26]=1.CCN(CC)CC. (6) Given the product [C:22]1([N:20]2[CH:21]=[C:17]([C:15]([NH:14][CH2:13][CH2:12][NH:11][C:9](=[O:10])[C:8]3[CH:32]=[CH:33][C:5]([C:3]4[N:4]=[C:36]([C:35]([F:46])([F:45])[F:34])[O:1][N:2]=4)=[N:6][CH:7]=3)=[O:16])[C:18]([C:28]([F:31])([F:30])[F:29])=[N:19]2)[CH:27]=[CH:26][CH:25]=[CH:24][CH:23]=1, predict the reactants needed to synthesize it. The reactants are: [OH:1][N:2]=[C:3]([C:5]1[CH:33]=[CH:32][C:8]([C:9]([NH:11][CH2:12][CH2:13][NH:14][C:15]([C:17]2[C:18]([C:28]([F:31])([F:30])[F:29])=[N:19][N:20]([C:22]3[CH:27]=[CH:26][CH:25]=[CH:24][CH:23]=3)[CH:21]=2)=[O:16])=[O:10])=[CH:7][N:6]=1)[NH2:4].[F:34][C:35]([F:46])([F:45])[C:36](O[C:36](=O)[C:35]([F:46])([F:45])[F:34])=O.